From a dataset of Full USPTO retrosynthesis dataset with 1.9M reactions from patents (1976-2016). Predict the reactants needed to synthesize the given product. (1) Given the product [CH2:1]([N:8]1[CH2:12][CH:11]([C:13]2[CH:18]=[CH:17][C:16]([Cl:19])=[C:15]([Cl:20])[CH:14]=2)[CH:10]([N:21]([CH3:22])[CH2:24][C:25]2[CH:30]=[CH:29][C:28]([C:31]([F:34])([F:33])[F:32])=[CH:27][CH:26]=2)[CH2:9]1)[C:2]1[CH:3]=[CH:4][CH:5]=[CH:6][CH:7]=1, predict the reactants needed to synthesize it. The reactants are: [CH2:1]([N:8]1[CH2:12][CH:11]([C:13]2[CH:18]=[CH:17][C:16]([Cl:19])=[C:15]([Cl:20])[CH:14]=2)[CH:10]([NH:21][CH3:22])[CH2:9]1)[C:2]1[CH:7]=[CH:6][CH:5]=[CH:4][CH:3]=1.Br[CH2:24][C:25]1[CH:30]=[CH:29][C:28]([C:31]([F:34])([F:33])[F:32])=[CH:27][CH:26]=1.CCN(CC)CC. (2) Given the product [NH:31]1[C:26]([CH2:25][CH2:24][CH2:23][CH2:22][CH2:21][S:20][C:6]2[N:7]([C:8]3[CH:13]=[CH:12][C:11]([O:14][CH2:15][C:16]([F:17])([F:18])[F:19])=[CH:10][CH:9]=3)[C:2](=[O:1])[C:3]3[NH:30][CH:29]=[CH:28][C:4]=3[N:5]=2)=[N:27][N:33]=[N:32]1, predict the reactants needed to synthesize it. The reactants are: [O:1]=[C:2]1[N:7]([C:8]2[CH:13]=[CH:12][C:11]([O:14][CH2:15][C:16]([F:19])([F:18])[F:17])=[CH:10][CH:9]=2)[C:6]([S:20][CH2:21][CH2:22][CH2:23][CH2:24][CH2:25][C:26]#[N:27])=[N:5][C:4]2[CH:28]=[CH:29][NH:30][C:3]1=2.[N:31]([Si](C)(C)C)=[N+:32]=[N-:33].C([Sn](CCCC)=O)CCC.C1(C)C=CC=CC=1. (3) Given the product [Cl:9][C:10]1[CH:11]=[CH:12][C:13]([S:16]([N:19]=[CH:7][C:3]2[CH:2]=[N:1][CH:6]=[CH:5][CH:4]=2)(=[O:17])=[O:18])=[CH:14][CH:15]=1, predict the reactants needed to synthesize it. The reactants are: [N:1]1[CH:6]=[CH:5][CH:4]=[C:3]([CH:7]=O)[CH:2]=1.[Cl:9][C:10]1[CH:15]=[CH:14][C:13]([S:16]([NH2:19])(=[O:18])=[O:17])=[CH:12][CH:11]=1. (4) Given the product [CH:3]1([C@H:9]([NH:14][C:15]([C:17]2[CH:22]=[CH:21][C:20]([F:23])=[CH:19][C:18]=2[NH:24][C:25]([NH:27][C:28]2[C:33]([CH3:34])=[CH:32][CH:31]=[CH:30][C:29]=2[CH3:35])=[O:26])=[O:16])[C:10]([OH:12])=[O:11])[CH2:4][CH2:5][CH2:6][CH2:7][CH2:8]1, predict the reactants needed to synthesize it. The reactants are: [OH-].[Li+].[CH:3]1([C@H:9]([NH:14][C:15]([C:17]2[CH:22]=[CH:21][C:20]([F:23])=[CH:19][C:18]=2[NH:24][C:25]([NH:27][C:28]2[C:33]([CH3:34])=[CH:32][CH:31]=[CH:30][C:29]=2[CH3:35])=[O:26])=[O:16])[C:10]([O:12]C)=[O:11])[CH2:8][CH2:7][CH2:6][CH2:5][CH2:4]1.CO.O. (5) Given the product [OH:35][CH2:34][CH2:33][N:32]([CH3:31])[C:2]1[N:6]=[C:5]([CH:7]2[CH2:12][CH:11]([C:13]3[CH:18]=[CH:17][C:16]([C:19]([F:22])([F:21])[F:20])=[CH:15][CH:14]=3)[CH2:10][N:9]([C:23]([N:25]3[CH2:30][CH2:29][O:28][CH2:27][CH2:26]3)=[O:24])[CH2:8]2)[O:4][N:3]=1, predict the reactants needed to synthesize it. The reactants are: Cl[C:2]1[N:6]=[C:5]([CH:7]2[CH2:12][CH:11]([C:13]3[CH:18]=[CH:17][C:16]([C:19]([F:22])([F:21])[F:20])=[CH:15][CH:14]=3)[CH2:10][N:9]([C:23]([N:25]3[CH2:30][CH2:29][O:28][CH2:27][CH2:26]3)=[O:24])[CH2:8]2)[O:4][N:3]=1.[CH3:31][NH:32][CH2:33][CH2:34][OH:35].